This data is from Reaction yield outcomes from USPTO patents with 853,638 reactions. The task is: Predict the reaction yield, written as a fraction of the theoretical maximum amount of product (1.0 means a 100% yield; for example, 0.34 means a 34% yield). The reactants are [C:1]([NH:4][NH2:5])(=[O:3])[CH3:2].[Br:6][C:7]1[CH:16]=[CH:15][CH:14]=[C:13]2[C:8]=1[N:9]=[C:10]([NH:20][C:21]([CH3:24])([CH3:23])[CH3:22])[C:11]([C:17](O)=O)=[N:12]2.CCCP1(OP(CCC)(=O)OP(CCC)(=O)O1)=O. The catalyst is CCOC(C)=O. The product is [Br:6][C:7]1[CH:16]=[CH:15][CH:14]=[C:13]2[C:8]=1[N:9]=[C:10]([NH:20][C:21]([CH3:23])([CH3:22])[CH3:24])[C:11]([C:17]1[O:3][C:1]([CH3:2])=[N:4][N:5]=1)=[N:12]2. The yield is 0.460.